Dataset: Catalyst prediction with 721,799 reactions and 888 catalyst types from USPTO. Task: Predict which catalyst facilitates the given reaction. (1) Reactant: [F:1][C:2]1[CH:7]=[CH:6][CH:5]=[C:4]([CH3:8])[C:3]=1[OH:9].[Br:10]N1C(=O)CCC1=O. Product: [Br:10][C:6]1[CH:5]=[C:4]([CH3:8])[C:3]([OH:9])=[C:2]([F:1])[CH:7]=1. The catalyst class is: 15. (2) Reactant: [Br:1][C:2]1[N:3]=[C:4]([S:11][CH3:12])[C:5]2[N:6]([CH:8]=[CH:9][N:10]=2)[CH:7]=1.C1C(=O)N([I:20])C(=O)C1. Product: [Br:1][C:2]1[N:3]=[C:4]([S:11][CH3:12])[C:5]2[N:6]([C:8]([I:20])=[CH:9][N:10]=2)[CH:7]=1. The catalyst class is: 3. (3) Reactant: C[O:2][C:3](=[O:29])[CH2:4][O:5][C:6]1[CH:15]=[CH:14][C:13]([Cl:16])=[C:12]2[C:7]=1[C:8]([CH3:28])=[C:9]([S:18]([C:21]1[CH:26]=[CH:25][C:24]([Cl:27])=[CH:23][CH:22]=1)(=[O:20])=[O:19])[C:10]([CH3:17])=[N:11]2.CO.[OH-].[Na+]. Product: [Cl:16][C:13]1[CH:14]=[CH:15][C:6]([O:5][CH2:4][C:3]([OH:29])=[O:2])=[C:7]2[C:12]=1[N:11]=[C:10]([CH3:17])[C:9]([S:18]([C:21]1[CH:22]=[CH:23][C:24]([Cl:27])=[CH:25][CH:26]=1)(=[O:19])=[O:20])=[C:8]2[CH3:28]. The catalyst class is: 106. (4) Reactant: CCN(CC)CC.Cl.[NH2:9][OH:10].[CH3:11][O:12][CH2:13][O:14][C:15]1[CH:22]=[CH:21][C:18]([CH:19]=O)=[CH:17][C:16]=1[CH3:23]. Product: [CH3:11][O:12][CH2:13][O:14][C:15]1[CH:22]=[CH:21][C:18]([CH:19]=[N:9][OH:10])=[CH:17][C:16]=1[CH3:23]. The catalyst class is: 225. (5) Reactant: [Br:1][C:2]1[C:3]([O:9][CH3:10])=[CH:4][C:5]([OH:8])=[N:6][CH:7]=1.[F:11][C:12]([F:17])(Cl)C([O-])=O.[Na+].C([O-])([O-])=O.[Cs+].[Cs+]. Product: [Br:1][C:2]1[C:3]([O:9][CH3:10])=[CH:4][C:5]([O:8][CH:12]([F:17])[F:11])=[N:6][CH:7]=1. The catalyst class is: 3. (6) Reactant: Br[C:2]1[CH:7]=[CH:6][C:5]([CH:8]([CH:11]2[CH2:16][CH2:15][CH2:14][CH2:13][CH2:12]2)[C:9]#[N:10])=[CH:4][CH:3]=1.[C:17]1(B(O)O)[C:26]2[C:21](=[CH:22][CH:23]=[CH:24][CH:25]=2)[CH:20]=[CH:19][CH:18]=1.C([O-])([O-])=O.[Na+].[Na+]. Product: [CH:11]1([CH:8]([C:5]2[CH:6]=[CH:7][C:2]([C:25]3[C:26]4[C:21](=[CH:20][CH:19]=[CH:18][CH:17]=4)[CH:22]=[CH:23][CH:24]=3)=[CH:3][CH:4]=2)[C:9]#[N:10])[CH2:16][CH2:15][CH2:14][CH2:13][CH2:12]1. The catalyst class is: 109. (7) Reactant: [NH2:1][C@H:2]1[CH2:7][CH2:6][N:5]([C:8]([O:10][C:11]([CH3:14])([CH3:13])[CH3:12])=[O:9])[CH2:4][C@H:3]1[O:15][CH:16]([CH3:18])[CH3:17].[Cl:19][C:20]1[N:21]=[C:22]([C:27](O)=[O:28])[NH:23][C:24]=1[CH2:25][CH3:26].ON1C2C=CC=CC=2N=N1.Cl.C(N=C=NCCCN(C)C)C. Product: [Cl:19][C:20]1[N:21]=[C:22]([C:27]([NH:1][C@H:2]2[CH2:7][CH2:6][N:5]([C:8]([O:10][C:11]([CH3:12])([CH3:13])[CH3:14])=[O:9])[CH2:4][C@H:3]2[O:15][CH:16]([CH3:18])[CH3:17])=[O:28])[NH:23][C:24]=1[CH2:25][CH3:26]. The catalyst class is: 39. (8) Reactant: [Cl:1][C:2]1[CH:19]=[CH:18][C:5]([O:6][CH:7]2[CH2:12][C:11]([CH3:14])([CH3:13])[N:10](C)[C:9]([CH3:17])([CH3:16])[CH2:8]2)=[CH:4][C:3]=1[C:20]([F:23])([F:22])[F:21].CCOC(/N=N/C(OCC)=O)=O.Cl. Product: [ClH:1].[Cl:1][C:2]1[CH:19]=[CH:18][C:5]([O:6][CH:7]2[CH2:12][C:11]([CH3:13])([CH3:14])[NH:10][C:9]([CH3:17])([CH3:16])[CH2:8]2)=[CH:4][C:3]=1[C:20]([F:23])([F:21])[F:22]. The catalyst class is: 11. (9) Reactant: [C:1]([C:3]1[CH:4]=[C:5]([S:17]([N:20](CC2C=CC(OC)=CC=2OC)[C:21]2[S:25][N:24]=[CH:23][N:22]=2)(=[O:19])=[O:18])[CH:6]=[CH:7][C:8]=1[S:9][C:10]1[CH:15]=[CH:14][CH:13]=[CH:12][C:11]=1[F:16])#[N:2].Cl. Product: [C:1]([C:3]1[CH:4]=[C:5]([S:17]([NH:20][C:21]2[S:25][N:24]=[CH:23][N:22]=2)(=[O:18])=[O:19])[CH:6]=[CH:7][C:8]=1[S:9][C:10]1[CH:15]=[CH:14][CH:13]=[CH:12][C:11]=1[F:16])#[N:2]. The catalyst class is: 12.